This data is from Catalyst prediction with 721,799 reactions and 888 catalyst types from USPTO. The task is: Predict which catalyst facilitates the given reaction. (1) Reactant: [Cl:1][C:2]1[CH:3]=[CH:4][C:5]2[N:6]([C:8]([C:11]([C:14]3[C:15]([F:25])=[C:16]4[C:21](=[CH:22][C:23]=3[F:24])[N:20]=[CH:19][CH:18]=[CH:17]4)(O)[CH3:12])=[CH:9][N:10]=2)[N:7]=1.[I-].O[PH2]=O. Product: [Cl:1][C:2]1[CH:3]=[CH:4][C:5]2[N:6]([C:8]([CH:11]([C:14]3[C:15]([F:25])=[C:16]4[C:21](=[CH:22][C:23]=3[F:24])[N:20]=[CH:19][CH:18]=[CH:17]4)[CH3:12])=[CH:9][N:10]=2)[N:7]=1. The catalyst class is: 15. (2) Reactant: [NH2:1][C:2]1[N:7]2[N:8]=[CH:9][C:10]([C:11]3[CH:16]=[CH:15][CH:14]=[C:13]([N:17]4[CH2:22][CH2:21][N:20]([CH3:23])[CH2:19][CH2:18]4)[CH:12]=3)=[C:6]2[N:5]=[CH:4][C:3]=1[C:24]1[CH:25]=[C:26]([NH:30][S:31]([C:34]2[CH:39]=[CH:38][CH:37]=[CH:36][C:35]=2[Cl:40])(=[O:33])=[O:32])[CH:27]=[CH:28][CH:29]=1.C([O-])([O-])=O.[K+].[K+].[CH2:47]([Br:54])[C:48]1[CH:53]=[CH:52][CH:51]=[CH:50][CH:49]=1. Product: [Br-:54].[NH2:1][C:2]1[N:7]2[N:8]=[CH:9][C:10]([C:11]3[CH:12]=[C:13]([N:17]4[CH2:18][CH2:19][N+:20]([CH2:47][C:48]5[CH:53]=[CH:52][CH:51]=[CH:50][CH:49]=5)([CH3:23])[CH2:21][CH2:22]4)[CH:14]=[CH:15][CH:16]=3)=[C:6]2[N:5]=[CH:4][C:3]=1[C:24]1[CH:29]=[CH:28][CH:27]=[C:26]([NH:30][S:31]([C:34]2[CH:39]=[CH:38][CH:37]=[CH:36][C:35]=2[Cl:40])(=[O:32])=[O:33])[CH:25]=1. The catalyst class is: 3. (3) Reactant: [C:1]1([C:7]2[N:8]=[C:9]([NH:12]C(=O)C)[NH:10][CH:11]=2)[CH:6]=[CH:5][CH:4]=[CH:3][CH:2]=1.O.OS(O)(=O)=O. Product: [C:1]1([C:7]2[N:8]=[C:9]([NH2:12])[NH:10][CH:11]=2)[CH:2]=[CH:3][CH:4]=[CH:5][CH:6]=1. The catalyst class is: 5. (4) Reactant: [Cl:1][C:2]1[N:3]=[N:4][C:5](Cl)=[CH:6][CH:7]=1.[O:9]1[C:13]2([CH2:18][CH2:17][NH:16][CH2:15][CH2:14]2)[O:12][CH2:11][CH2:10]1.CCN(C(C)C)C(C)C.O. Product: [Cl:1][C:2]1[N:3]=[N:4][C:5]([N:16]2[CH2:17][CH2:18][C:13]3([O:12][CH2:11][CH2:10][O:9]3)[CH2:14][CH2:15]2)=[CH:6][CH:7]=1. The catalyst class is: 16. (5) The catalyst class is: 14. Product: [CH:1]1([C:7]2([CH3:16])[C:8](=[O:9])[NH:19][N:18]=[C:13]2[CH3:14])[CH2:6][CH2:5][CH2:4][CH2:3][CH2:2]1. Reactant: [CH:1]1([C:7]([CH3:16])([C:13](=O)[CH3:14])[C:8](OCC)=[O:9])[CH2:6][CH2:5][CH2:4][CH2:3][CH2:2]1.O.[NH2:18][NH2:19]. (6) Reactant: [SH:1][C:2]1[CH:3]=[C:4]([CH:7]=[CH:8][C:9]=1[C:10]1[CH:15]=[CH:14][CH:13]=[CH:12][CH:11]=1)[C:5]#[N:6].C(=O)([O-])[O-].[K+].[K+].Br[CH2:23][CH2:24][CH2:25][O:26][Si:27]([C:30]([CH3:33])([CH3:32])[CH3:31])([CH3:29])[CH3:28]. Product: [Si:27]([O:26][CH2:25][CH2:24][CH2:23][S:1][C:2]1[CH:3]=[C:4]([CH:7]=[CH:8][C:9]=1[C:10]1[CH:11]=[CH:12][CH:13]=[CH:14][CH:15]=1)[C:5]#[N:6])([C:30]([CH3:31])([CH3:32])[CH3:33])([CH3:29])[CH3:28]. The catalyst class is: 9. (7) Reactant: [CH2:1]([O:8][C:9]1[C:10]([F:36])=[CH:11][C:12]([NH:29][CH:30]2[CH2:35][CH2:34][O:33][CH2:32][CH2:31]2)=[C:13]([CH:28]=1)[C:14]([NH:16][CH2:17][C:18]1[CH:23]=[CH:22][C:21]([O:24][CH3:25])=[C:20]([O:26][CH3:27])[CH:19]=1)=[O:15])[C:2]1[CH:7]=[CH:6][CH:5]=[CH:4][CH:3]=1.Cl[C:38](OC1C=CC([N+]([O-])=O)=CC=1)=[O:39].CCN(C(C)C)C(C)C.C1CCN2C(=NCCC2)CC1. Product: [CH2:1]([O:8][C:9]1[CH:28]=[C:13]2[C:12](=[CH:11][C:10]=1[F:36])[N:29]([CH:30]1[CH2:35][CH2:34][O:33][CH2:32][CH2:31]1)[C:38](=[O:39])[N:16]([CH2:17][C:18]1[CH:23]=[CH:22][C:21]([O:24][CH3:25])=[C:20]([O:26][CH3:27])[CH:19]=1)[C:14]2=[O:15])[C:2]1[CH:3]=[CH:4][CH:5]=[CH:6][CH:7]=1. The catalyst class is: 1.